Dataset: Reaction yield outcomes from USPTO patents with 853,638 reactions. Task: Predict the reaction yield, written as a fraction of the theoretical maximum amount of product (1.0 means a 100% yield; for example, 0.34 means a 34% yield). The reactants are Cl.[Cl:2][C:3]1[C:12]2[C:7](=[CH:8][C:9]([F:14])=[C:10]([I:13])[CH:11]=2)[N:6]=[CH:5][N:4]=1.O1CCOCC1.Cl.[CH2:22]([O:29][C:30]1[CH:36]=[CH:35][C:33]([NH2:34])=[CH:32][CH:31]=1)[C:23]1[CH:28]=[CH:27][CH:26]=[CH:25][CH:24]=1. The catalyst is ClCCl. The product is [ClH:2].[CH2:22]([O:29][C:30]1[CH:31]=[CH:32][C:33]([NH:34][C:3]2[C:12]3[C:7](=[CH:8][C:9]([F:14])=[C:10]([I:13])[CH:11]=3)[N:6]=[CH:5][N:4]=2)=[CH:35][CH:36]=1)[C:23]1[CH:24]=[CH:25][CH:26]=[CH:27][CH:28]=1. The yield is 0.790.